Predict which catalyst facilitates the given reaction. From a dataset of Catalyst prediction with 721,799 reactions and 888 catalyst types from USPTO. (1) Reactant: [CH3:1][O:2][CH:3]([O:15][CH3:16])[C:4]1[N:13]=[C:12]2[C:7]([CH2:8][CH2:9][CH2:10][NH:11]2)=[CH:6][C:5]=1[I:14].[C:17](=O)([O:25]C1C=CC=CC=1)[O:18][C:19]1[CH:24]=[CH:23][CH:22]=[CH:21][CH:20]=1.[Li+].C[Si]([N-][Si](C)(C)C)(C)C. Product: [CH3:16][O:15][CH:3]([O:2][CH3:1])[C:4]1[N:13]=[C:12]2[C:7]([CH2:8][CH2:9][CH2:10][N:11]2[C:17]([O:18][C:19]2[CH:24]=[CH:23][CH:22]=[CH:21][CH:20]=2)=[O:25])=[CH:6][C:5]=1[I:14]. The catalyst class is: 1. (2) Reactant: CO.[OH-].[K+].[O:5]=[C:6]1[C:15]2[C:10](=[CH:11][C:12]([S:16]C(=O)N(C)C)=[CH:13][CH:14]=2)[CH:9]=[CH:8][NH:7]1. Product: [SH:16][C:12]1[CH:11]=[C:10]2[C:15](=[CH:14][CH:13]=1)[C:6](=[O:5])[NH:7][CH:8]=[CH:9]2. The catalyst class is: 6. (3) Reactant: [NH2:1][C:2]1[C:7]([NH:8][C:9](=[O:12])[CH2:10][Cl:11])=[CH:6][C:5]([O:13][CH3:14])=[CH:4][N:3]=1.N1C=CC=CC=1.Cl[C:22]([O:24][CH2:25][C:26]1[CH:31]=[CH:30][CH:29]=[CH:28][CH:27]=1)=[O:23].C(OCC)(=O)C. Product: [CH2:25]([O:24][C:22](=[O:23])[NH:1][C:2]1[C:7]([NH:8][C:9](=[O:12])[CH2:10][Cl:11])=[CH:6][C:5]([O:13][CH3:14])=[CH:4][N:3]=1)[C:26]1[CH:31]=[CH:30][CH:29]=[CH:28][CH:27]=1. The catalyst class is: 7. (4) Reactant: [I:1][C:2]1[C:10]2[C:5](=[CH:6][CH:7]=[C:8]([N+:11]([O-:13])=[O:12])[CH:9]=2)[NH:4][N:3]=1.[CH3:14][C:15]([O:18][C:19](O[C:19]([O:18][C:15]([CH3:17])([CH3:16])[CH3:14])=[O:20])=[O:20])([CH3:17])[CH3:16].[OH-].[Na+]. Product: [C:15]([O:18][C:19]([N:4]1[C:5]2[C:10](=[CH:9][C:8]([N+:11]([O-:13])=[O:12])=[CH:7][CH:6]=2)[C:2]([I:1])=[N:3]1)=[O:20])([CH3:17])([CH3:16])[CH3:14]. The catalyst class is: 6. (5) Reactant: [Cl:1][C:2]1[CH:3]=[C:4]([C:17]#[CH:18])[CH:5]=[C:6]2[C:10]=1[C:9](=[O:11])[N:8]([C@H:12]([CH:14]1[CH2:16][CH2:15]1)[CH3:13])[CH2:7]2.C(=O)([O-])O.[K+].O.Cl[C:26](=[N:32][OH:33])[C:27]([O:29][CH2:30][CH3:31])=[O:28]. Product: [Cl:1][C:2]1[CH:3]=[C:4]([C:17]2[O:33][N:32]=[C:26]([C:27]([O:29][CH2:30][CH3:31])=[O:28])[CH:18]=2)[CH:5]=[C:6]2[C:10]=1[C:9](=[O:11])[N:8]([C@H:12]([CH:14]1[CH2:16][CH2:15]1)[CH3:13])[CH2:7]2. The catalyst class is: 13. (6) Reactant: [CH3:1][O:2][C:3](=[O:28])[C@@H:4]([NH:8][C:9]([C:22]1[CH:27]=[CH:26][CH:25]=[CH:24][CH:23]=1)([C:16]1[CH:21]=[CH:20][CH:19]=[CH:18][CH:17]=1)[C:10]1[CH:15]=[CH:14][CH:13]=[CH:12][CH:11]=1)[C@H:5]([NH2:7])[CH3:6].[CH3:29][C:30]([O:33][C:34](O[C:34]([O:33][C:30]([CH3:32])([CH3:31])[CH3:29])=[O:35])=[O:35])([CH3:32])[CH3:31]. Product: [CH3:1][O:2][C:3](=[O:28])[C@@H:4]([NH:8][C:9]([C:22]1[CH:27]=[CH:26][CH:25]=[CH:24][CH:23]=1)([C:10]1[CH:15]=[CH:14][CH:13]=[CH:12][CH:11]=1)[C:16]1[CH:17]=[CH:18][CH:19]=[CH:20][CH:21]=1)[C@H:5]([NH:7][C:34]([O:33][C:30]([CH3:32])([CH3:31])[CH3:29])=[O:35])[CH3:6]. The catalyst class is: 2. (7) Reactant: FC(F)(F)C(O)=O.[CH3:8][CH:9]1[C:18]2([CH:23]=[CH:22][N:21]([C:24]([O:26][CH2:27][C:28]3[CH:33]=[CH:32][CH:31]=[CH:30][CH:29]=3)=[O:25])[CH2:20][CH2:19]2)[C:17]2[C:12](=[N:13][CH:14]=[CH:15][CH:16]=2)[N:11](COCC[Si](C)(C)C)[C:10]1=[O:42]. Product: [CH3:8][CH:9]1[C:18]2([CH:19]=[CH:20][N:21]([C:24]([O:26][CH2:27][C:28]3[CH:33]=[CH:32][CH:31]=[CH:30][CH:29]=3)=[O:25])[CH2:22][CH2:23]2)[C:17]2[C:12](=[N:13][CH:14]=[CH:15][CH:16]=2)[NH:11][C:10]1=[O:42]. The catalyst class is: 4.